This data is from Ames mutagenicity test results for genotoxicity prediction. The task is: Regression/Classification. Given a drug SMILES string, predict its toxicity properties. Task type varies by dataset: regression for continuous values (e.g., LD50, hERG inhibition percentage) or binary classification for toxic/non-toxic outcomes (e.g., AMES mutagenicity, cardiotoxicity, hepatotoxicity). Dataset: ames. (1) The molecule is ClCc1cc2cccc3ccc4c5ccccc5cc1c4c32. The result is 1 (mutagenic). (2) The compound is BrCc1ccc(CBr)cc1. The result is 0 (non-mutagenic).